From a dataset of Peptide-MHC class I binding affinity with 185,985 pairs from IEDB/IMGT. Regression. Given a peptide amino acid sequence and an MHC pseudo amino acid sequence, predict their binding affinity value. This is MHC class I binding data. (1) The peptide sequence is LAAEWVLAY. The MHC is HLA-A23:01 with pseudo-sequence HLA-A23:01. The binding affinity (normalized) is 0.0200. (2) The peptide sequence is NKWRMLIDFRE. The MHC is Mamu-B03 with pseudo-sequence Mamu-B03. The binding affinity (normalized) is 0.368.